This data is from Forward reaction prediction with 1.9M reactions from USPTO patents (1976-2016). The task is: Predict the product of the given reaction. (1) Given the reactants [C:1]([O:5][C:6](=[O:9])[CH2:7]Br)([CH3:4])([CH3:3])[CH3:2].C(=O)([O-])[O-].[K+].[K+].[Cl:16][C:17]1[CH:22]=[C:21]([C:23]2[CH:28]=[CH:27][C:26]([S:29]([C:32]3[CH:37]=[CH:36][CH:35]=[CH:34][CH:33]=3)(=[O:31])=[O:30])=[CH:25][CH:24]=2)[C:20]([OH:38])=[CH:19][CH:18]=1, predict the reaction product. The product is: [Cl:16][C:17]1[CH:18]=[CH:19][C:20]([O:38][CH2:7][C:6]([O:5][C:1]([CH3:4])([CH3:3])[CH3:2])=[O:9])=[C:21]([C:23]2[CH:24]=[CH:25][C:26]([S:29]([C:32]3[CH:37]=[CH:36][CH:35]=[CH:34][CH:33]=3)(=[O:31])=[O:30])=[CH:27][CH:28]=2)[CH:22]=1. (2) Given the reactants Br[C:2]1[CH:3]=[CH:4][C:5]([F:21])=[C:6]([C:8]2[C:13]([O:14][C@H:15]([CH2:17][CH:18]=[CH2:19])[CH3:16])=[CH:12][CH:11]=[CH:10][C:9]=2[F:20])[CH:7]=1.[CH3:22][C:23]1([CH3:39])[C:27]([CH3:29])([CH3:28])[O:26][B:25]([B:25]2[O:26][C:27]([CH3:29])([CH3:28])[C:23]([CH3:39])([CH3:22])[O:24]2)[O:24]1.C([O-])(=O)C.[K+], predict the reaction product. The product is: [F:20][C:9]1[CH:10]=[CH:11][CH:12]=[C:13]([O:14][C@H:15]([CH2:17][CH:18]=[CH2:19])[CH3:16])[C:8]=1[C:6]1[C:5]([F:21])=[CH:4][CH:3]=[C:2]([B:25]2[O:26][C:27]([CH3:29])([CH3:28])[C:23]([CH3:39])([CH3:22])[O:24]2)[CH:7]=1. (3) Given the reactants Cl.[CH3:2][CH:3]([CH3:27])[CH2:4][N:5]1[C:17]2[C:16]3[CH:15]=[CH:14][CH:13]=[CH:12][C:11]=3[N:10]=[C:9]([NH2:18])[C:8]=2[N:7]=[C:6]1[CH2:19][CH2:20][C:21]1([CH3:26])OCC[O:22]1.[OH-].[Na+], predict the reaction product. The product is: [NH2:18][C:9]1[C:8]2[N:7]=[C:6]([CH2:19][CH2:20][C:21](=[O:22])[CH3:26])[N:5]([CH2:4][CH:3]([CH3:27])[CH3:2])[C:17]=2[C:16]2[CH:15]=[CH:14][CH:13]=[CH:12][C:11]=2[N:10]=1. (4) Given the reactants [C:1]([O:5][C:6]([C@@:8]12[CH2:15][CH2:14][C@@H:13]([F:16])[C@H:12]1[C:11](=O)[N:10]([C@@H](C1C=CC=CC=1)C)[CH2:9]2)=[O:7])([CH3:4])([CH3:3])[CH3:2].C(O)C.O.[CH2:30]([O:37][C:38](Cl)=[O:39])[C:31]1[CH:36]=[CH:35][CH:34]=[CH:33][CH:32]=1, predict the reaction product. The product is: [C:1]([O:5][C:6]([C@@:8]12[CH2:15][CH2:14][C@@H:13]([F:16])[C@@H:12]1[CH2:11][N:10]([C:38]([O:37][CH2:30][C:31]1[CH:36]=[CH:35][CH:34]=[CH:33][CH:32]=1)=[O:39])[CH2:9]2)=[O:7])([CH3:4])([CH3:2])[CH3:3]. (5) Given the reactants [CH3:1][O:2][C:3]1[CH:4]=[C:5]([CH:23]=[CH:24][C:25]=1[O:26][CH3:27])[CH2:6][CH:7]1[C:16]2[C:11](=[CH:12][C:13]([O:21][CH3:22])=[C:14]([O:17][CH:18]([CH3:20])[CH3:19])[CH:15]=2)[CH2:10][CH2:9][NH:8]1.Br[CH2:29][C:30](Br)=[O:31].[CH3:33][O:34][C:35]1[CH:42]=[CH:41][CH:40]=[CH:39][C:36]=1[CH2:37][NH2:38], predict the reaction product. The product is: [CH3:1][O:2][C:3]1[CH:4]=[C:5]([CH:23]=[CH:24][C:25]=1[O:26][CH3:27])[CH2:6][CH:7]1[C:16]2[C:11](=[CH:12][C:13]([O:21][CH3:22])=[C:14]([O:17][CH:18]([CH3:20])[CH3:19])[CH:15]=2)[CH2:10][CH2:9][N:8]1[CH2:29][C:30]([NH:38][CH2:37][C:36]1[CH:39]=[CH:40][CH:41]=[CH:42][C:35]=1[O:34][CH3:33])=[O:31].